From a dataset of Forward reaction prediction with 1.9M reactions from USPTO patents (1976-2016). Predict the product of the given reaction. Given the reactants C[O:2][C:3]([C:5]1[C:6]([O:23][CH2:24][C:25]2[C:30]([F:31])=[CH:29][C:28]([Br:32])=[CH:27][C:26]=2[F:33])=[N:7][S:8][C:9]=1[NH:10][C:11]([NH:13][CH2:14][CH2:15][CH2:16][CH2:17][N:18]1[CH2:22][CH2:21][CH2:20][CH2:19]1)=[O:12])=O.[NH3:34], predict the reaction product. The product is: [Br:32][C:28]1[CH:29]=[C:30]([F:31])[C:25]([CH2:24][O:23][C:6]2[C:5]([C:3]([NH2:34])=[O:2])=[C:9]([NH:10][C:11]([NH:13][CH2:14][CH2:15][CH2:16][CH2:17][N:18]3[CH2:22][CH2:21][CH2:20][CH2:19]3)=[O:12])[S:8][N:7]=2)=[C:26]([F:33])[CH:27]=1.